This data is from Reaction yield outcomes from USPTO patents with 853,638 reactions. The task is: Predict the reaction yield, written as a fraction of the theoretical maximum amount of product (1.0 means a 100% yield; for example, 0.34 means a 34% yield). (1) The reactants are [F:1][C:2]1[CH:7]=[C:6]([CH3:8])[CH:5]=[C:4]([N+:9]([O-])=O)[C:3]=1[OH:12].[H][H]. The product is [F:1][C:2]1[CH:7]=[C:6]([CH3:8])[CH:5]=[C:4]([NH2:9])[C:3]=1[OH:12]. The catalyst is C(O)C.[Pd]. The yield is 0.760. (2) The reactants are CC1(C)[O:6][C@H:5]2[C@H:7]([NH:12][C:13]3[N:21]=[CH:20][N:19]=[C:18]4[C:14]=3[N:15]=[CH:16][NH:17]4)[CH2:8][C@H:9]([CH2:10][OH:11])[C@H:4]2[O:3]1.CCN(CC)CC.Cl[S:31]([NH2:34])(=[O:33])=[O:32].C(#N)C.Cl.O. The catalyst is C(Cl)Cl.CN(C=O)C. The product is [S:31](=[O:33])(=[O:32])([O:11][CH2:10][C@H:9]1[CH2:8][C@@H:7]([NH:12][C:13]2[N:21]=[CH:20][N:19]=[C:18]3[C:14]=2[N:15]=[CH:16][NH:17]3)[C@H:5]([OH:6])[C@@H:4]1[OH:3])[NH2:34]. The yield is 0.290. (3) The reactants are [CH2:1]([NH:3][C:4]([C:6]1([CH3:11])[CH2:8][C:7]1([Cl:10])[Cl:9])=O)[CH3:2].S(Cl)([Cl:14])=O.[OH-].[Na+]. The catalyst is CN(C)C=O.C1(C)C=CC=CC=1. The product is [Cl:9][C:7]1([Cl:10])[CH2:8][C:6]1([CH3:11])[C:4]([Cl:14])=[N:3][CH2:1][CH3:2]. The yield is 0.800. (4) The reactants are [C:1](=[O:6])([O:4][CH3:5])OC.[H-].[Na+].[Br:9][C:10]1[CH:11]=[C:12]([C:16](=[O:18])[CH3:17])[CH:13]=[N:14][CH:15]=1. The yield is 0.620. The catalyst is C1COCC1. The product is [Br:9][C:10]1[CH:11]=[C:12]([C:16](=[O:18])[CH2:17][C:1]([O:4][CH3:5])=[O:6])[CH:13]=[N:14][CH:15]=1. (5) The reactants are [Br:1][C:2]1[N:7]=[CH:6][C:5]([CH2:8][CH2:9]O)=[CH:4][CH:3]=1.N1C=CN=C1.C1(P(C2C=CC=CC=2)C2C=CC=CC=2)C=CC=CC=1.[I:35]I. The catalyst is ClCCl. The product is [Br:1][C:2]1[CH:3]=[CH:4][C:5]([CH2:8][CH2:9][I:35])=[CH:6][N:7]=1. The yield is 0.920.